This data is from Catalyst prediction with 721,799 reactions and 888 catalyst types from USPTO. The task is: Predict which catalyst facilitates the given reaction. Reactant: [CH:1](=[O:5])[CH2:2][CH:3]=[O:4].[OH:6][C:7]1[C:16]2[C:11](=[CH:12][C:13]([OH:17])=[CH:14][CH:15]=2)[O:10][C:9](=[O:18])[CH:8]=1. Product: [OH:6][C:7]1[C:16]2[C:11](=[CH:12][C:13]([OH:17])=[CH:14][CH:15]=2)[O:10][C:9](=[O:18])[C:8]=1[C:7]1[C:2]2[C:1](=[O:5])[C:16]3[C:11](=[CH:12][CH:13]=[CH:14][CH:15]=3)[O:10][C:3]=2[O:4][CH2:9][CH:8]=1. The catalyst class is: 5.